Dataset: Catalyst prediction with 721,799 reactions and 888 catalyst types from USPTO. Task: Predict which catalyst facilitates the given reaction. (1) Reactant: [NH:1]([C:31]([O:33][CH2:34][CH:35]1[C:47]2[C:42](=[CH:43][CH:44]=[CH:45][CH:46]=2)[C:41]2[C:36]1=[CH:37][CH:38]=[CH:39][CH:40]=2)=[O:32])[C@@H:2]([C:28]([OH:30])=[O:29])[CH2:3][CH2:4][CH2:5][CH2:6][NH:7]C(C1C=CC=CC=1)(C1C=CC=CC=1)C1C=CC(C)=CC=1. Product: [NH:1]([C:31]([O:33][CH2:34][CH:35]1[C:36]2[C:41](=[CH:40][CH:39]=[CH:38][CH:37]=2)[C:42]2[C:47]1=[CH:46][CH:45]=[CH:44][CH:43]=2)=[O:32])[C@H:2]([C:28]([OH:30])=[O:29])[CH2:3][CH2:4][CH2:5][CH2:6][NH2:7]. The catalyst class is: 2. (2) Product: [Br:13][C:14]1[CH:19]=[CH:18][C:17]([NH:20][C:21]([NH:1][N:2]2[C:6](=[O:7])[C:5]([CH2:10][CH3:11])([CH2:8][CH3:9])[NH:4][C:3]2=[O:12])=[O:22])=[CH:16][CH:15]=1. Reactant: [NH2:1][N:2]1[C:6](=[O:7])[C:5]([CH2:10][CH3:11])([CH2:8][CH3:9])[NH:4][C:3]1=[O:12].[Br:13][C:14]1[CH:19]=[CH:18][C:17]([N:20]=[C:21]=[O:22])=[CH:16][CH:15]=1. The catalyst class is: 11.